From a dataset of Reaction yield outcomes from USPTO patents with 853,638 reactions. Predict the reaction yield, written as a fraction of the theoretical maximum amount of product (1.0 means a 100% yield; for example, 0.34 means a 34% yield). (1) No catalyst specified. The reactants are [Cl:1][C:2]1[CH:7]=[CH:6][C:5]([CH:8]([CH2:13][C:14]([OH:16])=[O:15])[CH2:9][C:10]([OH:12])=[O:11])=[CH:4][CH:3]=1.[C:17](OC(=O)C)(=O)[CH3:18].C(N(CC)CC)C. The yield is 0.700. The product is [CH2:17]([O:11][C:10](=[O:12])[CH2:9][CH:8]([C:5]1[CH:6]=[CH:7][C:2]([Cl:1])=[CH:3][CH:4]=1)[CH2:13][C:14]([OH:16])=[O:15])[CH3:18]. (2) The catalyst is [Cl-].C([N+]1C(C)=C(CCO)SC=1)C1C=CC=CC=1.O1CCCC1. The yield is 0.310. The reactants are [CH3:1][S:2]([C:5]1[CH:10]=[CH:9][C:8]([CH:11]([CH2:16][CH:17]2[CH2:22][CH2:21][O:20][CH2:19][CH2:18]2)[C:12](=O)[CH:13]=[CH2:14])=[CH:7][CH:6]=1)(=[O:4])=[O:3].[C:23]([O:27][CH2:28][CH3:29])(=[O:26])[CH:24]=O.C([N:32](CC)CC)C.C(O)C. The product is [CH3:1][S:2]([C:5]1[CH:10]=[CH:9][C:8]([CH:11]([C:12]2[NH:32][C:24]([C:23]([O:27][CH2:28][CH3:29])=[O:26])=[CH:14][CH:13]=2)[CH2:16][CH:17]2[CH2:22][CH2:21][O:20][CH2:19][CH2:18]2)=[CH:7][CH:6]=1)(=[O:4])=[O:3]. (3) The reactants are [O:1]=[C:2]1[CH:8](C(OC)=O)[CH2:7][C:6]2[CH:13]=[CH:14][CH:15]=[CH:16][C:5]=2[CH2:4][CH:3]1C(OC)=O.[OH-].[K+]. The catalyst is C(O)C. The product is [O:1]=[C:2]1[CH2:8][CH2:7][C:6]2[CH:13]=[CH:14][CH:15]=[CH:16][C:5]=2[CH2:4][CH2:3]1. The yield is 0.570. (4) The reactants are [O:1]=[C:2]1[C:11]2[C:6](=[CH:7][CH:8]=[CH:9][CH:10]=2)[N:5]=[C:4]([C:12]([O:14]CC)=O)[NH:3]1.[NH:17]1[CH:21]=[N:20][C:19]([S:22][CH2:23][CH2:24][O:25][C:26]2[CH:27]=[C:28]([CH2:32][NH2:33])[CH:29]=[CH:30][CH:31]=2)=[N:18]1.C(N(C(C)C)CC)(C)C. The catalyst is C(O)C. The product is [O:1]=[C:2]1[C:11]2[C:6](=[CH:7][CH:8]=[CH:9][CH:10]=2)[N:5]=[C:4]([C:12]([NH:33][CH2:32][C:28]2[CH:29]=[CH:30][CH:31]=[C:26]([O:25][CH2:24][CH2:23][S:22][C:19]3[N:20]=[CH:21][NH:17][N:18]=3)[CH:27]=2)=[O:14])[NH:3]1. The yield is 0.0800. (5) The reactants are [N+:1]([C:4]1[N:9]=[CH:8][C:7]([N:10]2[CH2:13][CH:12]([OH:14])[CH2:11]2)=[CH:6][CH:5]=1)([O-])=O. The catalyst is [Pd].C(O)C. The product is [NH2:1][C:4]1[N:9]=[CH:8][C:7]([N:10]2[CH2:11][CH:12]([OH:14])[CH2:13]2)=[CH:6][CH:5]=1. The yield is 0.850.